This data is from Full USPTO retrosynthesis dataset with 1.9M reactions from patents (1976-2016). The task is: Predict the reactants needed to synthesize the given product. (1) Given the product [Br:1][C:2]1[CH:3]=[C:4]([NH:8][CH:14]([C:11]2[CH:12]=[CH:13][S:9][CH:10]=2)[C:20]#[N:21])[CH:5]=[N:6][CH:7]=1, predict the reactants needed to synthesize it. The reactants are: [Br:1][C:2]1[CH:3]=[C:4]([NH2:8])[CH:5]=[N:6][CH:7]=1.[S:9]1[CH:13]=[CH:12][C:11]([CH:14]=O)=[CH:10]1.[Si]([C:20]#[N:21])(C)(C)C. (2) Given the product [C:1]1([C:11]([C:13]2[C:22]3[C:17](=[CH:18][CH:19]=[CH:20][CH:21]=3)[C:16]([O:23][CH2:31][CH2:32][CH2:33][CH2:34][CH3:35])=[CH:15][CH:14]=2)=[O:12])[C:10]2[C:5](=[CH:6][CH:7]=[CH:8][CH:9]=2)[CH:4]=[CH:3][CH:2]=1, predict the reactants needed to synthesize it. The reactants are: [C:1]1([C:11]([C:13]2[C:22]3[C:17](=[CH:18][CH:19]=[CH:20][CH:21]=3)[C:16]([OH:23])=[CH:15][CH:14]=2)=[O:12])[C:10]2[C:5](=[CH:6][CH:7]=[CH:8][CH:9]=2)[CH:4]=[CH:3][CH:2]=1.C(=O)([O-])[O-].[K+].[K+].Br[CH2:31][CH2:32][CH2:33][CH2:34][CH3:35]. (3) Given the product [C:1]([O:5][C:6]([N:8]1[CH2:13][CH2:12][CH:11]([N:14]2[CH2:18][CH2:17][C@@H:16]([CH2:19][C:20]3[C:25]([Cl:26])=[CH:24][C:23]([O:27][S:32]([C:31]([F:44])([F:43])[F:30])(=[O:34])=[O:33])=[CH:22][C:21]=3[Cl:28])[C:15]2=[O:29])[CH2:10][CH2:9]1)=[O:7])([CH3:4])([CH3:2])[CH3:3], predict the reactants needed to synthesize it. The reactants are: [C:1]([O:5][C:6]([N:8]1[CH2:13][CH2:12][CH:11]([N:14]2[CH2:18][CH2:17][C@@H:16]([CH2:19][C:20]3[C:25]([Cl:26])=[CH:24][C:23]([OH:27])=[CH:22][C:21]=3[Cl:28])[C:15]2=[O:29])[CH2:10][CH2:9]1)=[O:7])([CH3:4])([CH3:3])[CH3:2].[F:30][C:31]([F:44])([F:43])[S:32](O[S:32]([C:31]([F:44])([F:43])[F:30])(=[O:34])=[O:33])(=[O:34])=[O:33]. (4) Given the product [O:32]1[C:36]2[CH:37]=[CH:38][C:39]([NH:41][C:21]([N:13]3[C@@H:14]4[CH2:18][N:17]([CH2:16][CH2:15]4)[C:11]4[CH:10]=[CH:9][C:8]([C:6]5[CH:5]=[CH:4][N:3]=[C:2]([CH3:1])[CH:7]=5)=[N:19][C:12]3=4)=[O:23])=[CH:40][C:35]=2[O:34][CH2:33]1, predict the reactants needed to synthesize it. The reactants are: [CH3:1][C:2]1[CH:7]=[C:6]([C:8]2[CH:9]=[CH:10][C:11]3[N:17]4[CH2:18][C@H:14]([CH2:15][CH2:16]4)[NH:13][C:12]=3[N:19]=2)[CH:5]=[CH:4][N:3]=1.Cl[C:21](Cl)([O:23]C(=O)OC(Cl)(Cl)Cl)Cl.[O:32]1[C:36]2[CH:37]=[CH:38][C:39]([NH2:41])=[CH:40][C:35]=2[O:34][CH2:33]1.C(N(C(C)C)C(C)C)C.C([O-])(O)=O.[Na+]. (5) Given the product [CH2:28]1[C:29]2[C:34](=[CH:33][CH:32]=[CH:31][CH:30]=2)[CH2:26][CH:27]1[C@H:35]1[NH:39][C:40](=[O:42])[C@@H:22]([CH:21]([CH2:24][CH3:25])[CH2:19][CH3:20])[N:1]([CH2:2][C:3]2[CH:8]=[CH:7][C:6]([O:9][CH2:10][CH2:11][N:12]([CH3:14])[CH3:13])=[CH:5][C:4]=2[S:15]([CH3:18])(=[O:17])=[O:16])[C:36]1=[O:38], predict the reactants needed to synthesize it. The reactants are: [NH2:1][CH2:2][C:3]1[CH:8]=[CH:7][C:6]([O:9][CH2:10][CH2:11][N:12]([CH3:14])[CH3:13])=[CH:5][C:4]=1[S:15]([CH3:18])(=[O:17])=[O:16].[CH2:19]([CH:21]([CH2:24][CH3:25])[CH:22]=O)[CH3:20].[CH2:26]1[C:34]2[C:29](=[CH:30][CH:31]=[CH:32][CH:33]=2)[CH2:28][CH:27]1[C@@H:35]([NH:39][C:40]([O:42]C(C)(C)C)=O)[C:36]([OH:38])=O.ClC1C=CC([N+]#[C-])=CC=1.C(Cl)(=O)C. (6) The reactants are: [F:1][C:2]1[CH:7]=[CH:6][C:5]([NH:8][C:9]2[O:10][CH2:11][C:12](=[O:19])[C:13]=2[C:14]([O:16][CH2:17][CH3:18])=[O:15])=[CH:4][CH:3]=1.[C:20](=O)([O-])[O-].[K+].[K+].CI. Given the product [F:1][C:2]1[CH:3]=[CH:4][C:5]([N:8]([C:9]2[O:10][CH2:11][C:12](=[O:19])[C:13]=2[C:14]([O:16][CH2:17][CH3:18])=[O:15])[CH3:20])=[CH:6][CH:7]=1, predict the reactants needed to synthesize it. (7) Given the product [O:3]1[C:4]2[CH:10]=[CH:9][CH:8]=[CH:7][C:5]=2[N:6]=[C:2]1[CH:1]=[CH:13][N:14]([CH3:16])[CH3:15], predict the reactants needed to synthesize it. The reactants are: [CH3:1][C:2]1[O:3][C:4]2[CH:10]=[CH:9][CH:8]=[CH:7][C:5]=2[N:6]=1.CO[CH:13](OC)[N:14]([CH3:16])[CH3:15]. (8) Given the product [CH:1]1([C:4]2[N:8]([CH:9]3[CH2:10][CH:11]([CH2:13][CH:14]([CH3:15])[CH3:16])[CH2:12]3)[N:7]=[N:6][C:5]=2[CH:17]([CH2:26][C:27](=[O:37])[NH:28][C:29]2[CH:34]=[CH:33][C:32]([CH3:35])=[CH:31][C:30]=2[CH3:36])[CH2:18][C:19]([OH:21])=[O:20])[CH2:2][CH2:3]1, predict the reactants needed to synthesize it. The reactants are: [CH:1]1([C:4]2[N:8]([CH:9]3[CH2:12][CH:11]([CH2:13][CH:14]([CH3:16])[CH3:15])[CH2:10]3)[N:7]=[N:6][C:5]=2[CH:17]([CH2:26][C:27](=[O:37])[NH:28][C:29]2[CH:34]=[CH:33][C:32]([CH3:35])=[CH:31][C:30]=2[CH3:36])[CH2:18][C:19]([O:21]C(C)(C)C)=[O:20])[CH2:3][CH2:2]1.FC(F)(F)C(O)=O.